Dataset: Forward reaction prediction with 1.9M reactions from USPTO patents (1976-2016). Task: Predict the product of the given reaction. (1) The product is: [C:23]([O:26][C:27]([N:6]1[CH2:5][CH2:4][N:3]([C:9]2([C:12]([OH:14])=[O:13])[CH2:11][CH2:10]2)[CH2:8][CH2:7]1)=[O:28])([CH3:25])([CH3:24])[CH3:22]. Given the reactants Cl.Cl.[N:3]1([C:9]2([C:12]([OH:14])=[O:13])[CH2:11][CH2:10]2)[CH2:8][CH2:7][NH:6][CH2:5][CH2:4]1.C(N(CC)CC)C.[CH3:22][C:23]([O:26][C:27](O[C:27]([O:26][C:23]([CH3:25])([CH3:24])[CH3:22])=[O:28])=[O:28])([CH3:25])[CH3:24].O, predict the reaction product. (2) Given the reactants [C:1]([O:5][C:6]([N:8]1[C:16]2[C:11](=[CH:12][C:13]([O:17][CH2:18][C:19]3[CH:24]=[CH:23][CH:22]=[CH:21][CH:20]=3)=[CH:14][CH:15]=2)[C:10]([C:25]2[N:26]([C:35]([O:37][C:38]([CH3:41])([CH3:40])[CH3:39])=[O:36])[C:27]3[C:32]([CH:33]=2)=[CH:31][CH:30]=[C:29]([OH:34])[CH:28]=3)=[N:9]1)=[O:7])([CH3:4])([CH3:3])[CH3:2].C(=O)([O-])[O-].[Cs+].[Cs+].[Br:48][CH:49](Br)[CH3:50], predict the reaction product. The product is: [C:1]([O:5][C:6]([N:8]1[C:16]2[C:11](=[CH:12][C:13]([O:17][CH2:18][C:19]3[CH:20]=[CH:21][CH:22]=[CH:23][CH:24]=3)=[CH:14][CH:15]=2)[C:10]([C:25]2[N:26]([C:35]([O:37][C:38]([CH3:41])([CH3:40])[CH3:39])=[O:36])[C:27]3[C:32]([CH:33]=2)=[CH:31][CH:30]=[C:29]([O:34][CH2:50][CH2:49][Br:48])[CH:28]=3)=[N:9]1)=[O:7])([CH3:4])([CH3:3])[CH3:2]. (3) Given the reactants N1C=CC=CC=1C(O)=O.[NH2:10][C:11]1[C:16]([C:17]2[CH:22]=[CH:21][C:20]([OH:23])=[CH:19][CH:18]=2)=[CH:15][CH:14]=[CH:13][N:12]=1.P([O-])([O-])([O-])=O.[K+].[K+].[K+].Br[C:33]1[CH:38]=[CH:37][CH:36]=[C:35]([C:39]([F:42])([F:41])[CH3:40])[CH:34]=1, predict the reaction product. The product is: [F:41][C:39]([C:35]1[CH:34]=[C:33]([CH:38]=[CH:37][CH:36]=1)[O:23][C:20]1[CH:21]=[CH:22][C:17]([C:16]2[C:11]([NH2:10])=[N:12][CH:13]=[CH:14][CH:15]=2)=[CH:18][CH:19]=1)([F:42])[CH3:40].